From a dataset of Full USPTO retrosynthesis dataset with 1.9M reactions from patents (1976-2016). Predict the reactants needed to synthesize the given product. (1) Given the product [F:1][C:2]1[C:7]([F:8])=[CH:6][CH:5]=[CH:4][C:3]=1[CH2:9][O:10][C:12]1[CH:24]=[C:16]2[N:17]([CH3:23])[C:18]([CH3:22])([CH3:21])[CH2:19][CH2:20][N:15]2[C:14](=[O:25])[N:13]=1, predict the reactants needed to synthesize it. The reactants are: [F:1][C:2]1[C:7]([F:8])=[CH:6][CH:5]=[CH:4][C:3]=1[CH2:9][OH:10].Cl[C:12]1[CH:24]=[C:16]2[N:17]([CH3:23])[C:18]([CH3:22])([CH3:21])[CH2:19][CH2:20][N:15]2[C:14](=[O:25])[N:13]=1. (2) Given the product [CH3:32][C:27]1([C:25]2[O:26][C:22]([CH2:21][N:8]3[N:7]=[C:6]([N+:3]([O-:5])=[O:4])[CH:10]=[N:9]3)=[CH:23][CH:24]=2)[O:28][CH2:29][CH2:30][O:31]1, predict the reactants needed to synthesize it. The reactants are: N#N.[N+:3]([C:6]1[CH:10]=[N:9][NH:8][N:7]=1)([O-:5])=[O:4].CCN(C(C)C)C(C)C.Cl[CH2:21][C:22]1[O:26][C:25]([C:27]2([CH3:32])[O:31][CH2:30][CH2:29][O:28]2)=[CH:24][CH:23]=1.